Dataset: Catalyst prediction with 721,799 reactions and 888 catalyst types from USPTO. Task: Predict which catalyst facilitates the given reaction. (1) Reactant: [CH3:1][N:2]1[CH2:7][CH2:6][NH:5][CH2:4][CH2:3]1.ClC[C:10]1[CH:39]=[CH:38][C:13]([C:14]([NH:16][C:17]2[CH:22]=[CH:21][C:20]([CH3:23])=[C:19]([NH:24][C:25]3[N:30]=[C:29]([C:31]4[CH:32]=[N+:33]([O-:37])[CH:34]=[CH:35][CH:36]=4)[CH:28]=[CH:27][N:26]=3)[CH:18]=2)=[O:15])=[CH:12][CH:11]=1.[C:40](OCC)(=O)C. Product: [CH3:1][N:2]1[CH2:7][CH2:6][N:5]([C:11]2[C:12]([CH3:40])=[C:13]([CH:38]=[CH:39][CH:10]=2)[C:14]([NH:16][C:17]2[CH:22]=[CH:21][C:20]([CH3:23])=[C:19]([NH:24][C:25]3[N:30]=[C:29]([C:31]4[CH:32]=[N+:33]([O-:37])[CH:34]=[CH:35][CH:36]=4)[CH:28]=[CH:27][N:26]=3)[CH:18]=2)=[O:15])[CH2:4][CH2:3]1. The catalyst class is: 8. (2) Reactant: [CH:1]1([C:4]([CH:35]2[CH2:37][CH2:36]2)([C:12]2[S:13][C:14]([C:17]3[CH:22]=[C:21]([NH:23][C:24]4[N:29]=[C:28]([C:30]([F:33])([F:32])[F:31])[CH:27]=[CH:26][N:25]=4)[CH:20]=[C:19]([CH3:34])[CH:18]=3)=[CH:15][N:16]=2)[NH:5][S@@](C(C)(C)C)=O)[CH2:3][CH2:2]1.Cl. Product: [NH2:5][C:4]([CH:35]1[CH2:37][CH2:36]1)([CH:1]1[CH2:3][CH2:2]1)[C:12]1[S:13][C:14]([C:17]2[CH:22]=[C:21]([NH:23][C:24]3[N:29]=[C:28]([C:30]([F:33])([F:32])[F:31])[CH:27]=[CH:26][N:25]=3)[CH:20]=[C:19]([CH3:34])[CH:18]=2)=[CH:15][N:16]=1. The catalyst class is: 5. (3) Reactant: Cl.[F:2][C:3]1[CH:11]=[C:10]2[C:6]([C:7](/[CH:12]=[CH:13]/[C:14]3[CH:19]=[CH:18][C:17]([F:20])=[CH:16][CH:15]=3)=[N:8][NH:9]2)=[CH:5][C:4]=1[C:21]([NH2:23])=[NH:22].CN(C)[CH:26]=[CH:27][CH:28]=O. Product: [F:2][C:3]1[CH:11]=[C:10]2[C:6]([C:7](/[CH:12]=[CH:13]/[C:14]3[CH:15]=[CH:16][C:17]([F:20])=[CH:18][CH:19]=3)=[N:8][NH:9]2)=[CH:5][C:4]=1[C:21]1[N:23]=[CH:28][CH:27]=[CH:26][N:22]=1. The catalyst class is: 17. (4) The catalyst class is: 10. Product: [Br:19][C:7]1[O:6][C:5]([C:8]2[CH:9]=[CH:10][C:11]([O:14][CH2:15][CH2:16][CH2:17][Cl:18])=[CH:12][CH:13]=2)=[N:4][C:3]=1[CH2:2][Cl:1]. Reactant: [Cl:1][CH2:2][C:3]1[N:4]=[C:5]([C:8]2[CH:13]=[CH:12][C:11]([O:14][CH2:15][CH2:16][CH2:17][Cl:18])=[CH:10][CH:9]=2)[O:6][CH:7]=1.[Br:19]N1C(=O)CCC1=O. (5) Reactant: BrC1C=CC(C(Cl)=O)=CC=1.[Cl:11][C:12]1[CH:18]=[C:17]([O:19][C:20]2[C:29]3[C:24](=[CH:25][C:26]([O:32][CH3:33])=[C:27]([O:30][CH3:31])[CH:28]=3)[N:23]=[CH:22][CH:21]=2)[CH:16]=[CH:15][C:13]=1[NH2:14].[Br:34][C:35]1[CH:40]=[CH:39][C:38]([C:41]([N:43]=[C:44]=[S:45])=[O:42])=[CH:37][CH:36]=1. Product: [Br:34][C:35]1[CH:36]=[CH:37][C:38]([C:41]([N:43]=[C:44]=[S:45])=[O:42])=[CH:39][CH:40]=1.[Br:34][C:35]1[CH:40]=[CH:39][C:38]([C:41]([NH:43][C:44]([NH:14][C:13]2[CH:15]=[CH:16][C:17]([O:19][C:20]3[C:29]4[C:24](=[CH:25][C:26]([O:32][CH3:33])=[C:27]([O:30][CH3:31])[CH:28]=4)[N:23]=[CH:22][CH:21]=3)=[CH:18][C:12]=2[Cl:11])=[S:45])=[O:42])=[CH:37][CH:36]=1. The catalyst class is: 234. (6) Reactant: [Si:1]([O:8][CH2:9][C:10]1[CH:11]=[C:12]([CH:15]=[CH:16][N:17]=1)[C:13]#[N:14])([C:4]([CH3:7])([CH3:6])[CH3:5])([CH3:3])[CH3:2].Cl.[NH2:19][OH:20].C([O-])([O-])=O.[Na+].[Na+]. Product: [Si:1]([O:8][CH2:9][C:10]1[CH:11]=[C:12]([CH:15]=[CH:16][N:17]=1)[C:13](=[NH:14])[NH:19][OH:20])([C:4]([CH3:7])([CH3:6])[CH3:5])([CH3:3])[CH3:2]. The catalyst class is: 14. (7) Reactant: [CH3:1][O:2][C:3]1[CH:8]=[C:7]([CH3:9])[C:6]([C:10]2[CH:15]=[CH:14][C:13]([O:16][CH3:17])=[CH:12][CH:11]=2)=[CH:5][N:4]=1.C([Li])CCC.[CH2:23]=[O:24]. Product: [CH3:1][O:2][C:3]1[CH:8]=[C:7]([CH2:9][CH2:23][OH:24])[C:6]([C:10]2[CH:15]=[CH:14][C:13]([O:16][CH3:17])=[CH:12][CH:11]=2)=[CH:5][N:4]=1. The catalyst class is: 1.